This data is from Full USPTO retrosynthesis dataset with 1.9M reactions from patents (1976-2016). The task is: Predict the reactants needed to synthesize the given product. (1) Given the product [F:12][C:7]1[CH:8]=[C:9]2[C:4](=[CH:5][CH:6]=1)[CH:3]=[C:2]([N:19]1[CH2:24][CH2:23][NH:22][CH2:21][CH2:20]1)[CH:11]=[CH:10]2, predict the reactants needed to synthesize it. The reactants are: Br[C:2]1[CH:11]=[CH:10][C:9]2[C:4](=[CH:5][CH:6]=[C:7]([F:12])[CH:8]=2)[CH:3]=1.CC(C)([O-])C.[Na+].[NH:19]1[CH2:24][CH2:23][NH:22][CH2:21][CH2:20]1.C(Cl)(Cl)Cl. (2) Given the product [CH:27]1[C:28]2[C:33](=[CH:32][CH:31]=[CH:30][CH:29]=2)[CH:34]=[CH:35][C:26]=1[S:23]([NH:22][CH:15]([C:16]1[CH:21]=[CH:20][CH:19]=[CH:18][CH:17]=1)[CH2:14][C:13]([NH:12][CH:7]1[C:8]2[C:4](=[C:3]([CH2:1][N:37]3[CH2:42][CH2:41][CH2:40][CH2:39][CH2:38]3)[CH:11]=[CH:10][CH:9]=2)[CH2:5][CH2:6]1)=[O:36])(=[O:24])=[O:25], predict the reactants needed to synthesize it. The reactants are: [CH:1]([C:3]1[CH:11]=[CH:10][CH:9]=[C:8]2[C:4]=1[CH2:5][CH2:6][CH:7]2[NH:12][C:13](=[O:36])[CH2:14][CH:15]([NH:22][S:23]([C:26]1[CH:35]=[CH:34][C:33]2[C:28](=[CH:29][CH:30]=[CH:31][CH:32]=2)[CH:27]=1)(=[O:25])=[O:24])[C:16]1[CH:21]=[CH:20][CH:19]=[CH:18][CH:17]=1)=O.[NH:37]1[CH2:42][CH2:41][CH2:40][CH2:39][CH2:38]1. (3) Given the product [CH2:23]([Si:20]([CH2:21][CH3:22])([CH2:25][CH3:26])[O:19][C@H:13]([C:14]([O:16][CH2:17][CH3:18])=[O:15])[CH2:12][CH2:11][CH:2]([C:1]([O:8][CH3:9])=[O:7])[C:3]([O:5][CH3:6])=[O:4])[CH3:24], predict the reactants needed to synthesize it. The reactants are: [C:1]([O:8][CH3:9])(=[O:7])[CH2:2][C:3]([O:5][CH3:6])=[O:4].I[CH2:11][CH2:12][C@H:13]([O:19][Si:20]([CH2:25][CH3:26])([CH2:23][CH3:24])[CH2:21][CH3:22])[C:14]([O:16][CH2:17][CH3:18])=[O:15].[H-].[Na+]. (4) Given the product [CH2:2]([CH:6]1[CH2:11][CH2:10][CH2:9][N:8]([CH2:12][C@@H:13]2[CH2:18][CH2:17][CH2:16][CH2:15][C@H:14]2[NH:19][C:29](=[O:30])[C:28]2[CH:27]=[CH:26][C:25]([O:24][CH2:23][CH2:22][O:21][CH3:20])=[CH:33][CH:32]=2)[CH2:7]1)[CH2:3][CH2:4][CH3:5], predict the reactants needed to synthesize it. The reactants are: Cl.[CH2:2]([CH:6]1[CH2:11][CH2:10][CH2:9][N:8]([CH2:12][C@@H:13]2[CH2:18][CH2:17][CH2:16][CH2:15][C@H:14]2[NH2:19])[CH2:7]1)[CH2:3][CH2:4][CH3:5].[CH3:20][O:21][CH2:22][CH2:23][O:24][C:25]1[CH:33]=[CH:32][C:28]([C:29](O)=[O:30])=[CH:27][CH:26]=1.CN(C(ON1N=NC2C=CC=NC1=2)=[N+](C)C)C.F[P-](F)(F)(F)(F)F.C(N(C(C)C)CC)(C)C. (5) Given the product [CH3:1][NH:2][C:3](=[O:14])[C:4]1[CH:9]=[CH:8][C:7]([C:15]#[N:16])=[C:6]([N+:11]([O-:13])=[O:12])[CH:5]=1, predict the reactants needed to synthesize it. The reactants are: [CH3:1][NH:2][C:3](=[O:14])[C:4]1[CH:9]=[CH:8][C:7](I)=[C:6]([N+:11]([O-:13])=[O:12])[CH:5]=1.[CH3:15][N:16](C)P(=O)(N(C)C)N(C)C. (6) Given the product [C:15]([O:14][C:12](=[O:13])[NH:1][C@H:2]1[C:10]2[C:5](=[CH:6][CH:7]=[C:8]([OH:11])[CH:9]=2)[CH2:4][CH2:3]1)([CH3:18])([CH3:17])[CH3:16], predict the reactants needed to synthesize it. The reactants are: [NH2:1][C@H:2]1[C:10]2[C:5](=[CH:6][CH:7]=[C:8]([OH:11])[CH:9]=2)[CH2:4][CH2:3]1.[C:12](O[C:12]([O:14][C:15]([CH3:18])([CH3:17])[CH3:16])=[O:13])([O:14][C:15]([CH3:18])([CH3:17])[CH3:16])=[O:13].C(N(CC)CC)C. (7) Given the product [C:1]([O:5][C:6]([NH:8][C:9]1[S:10][CH:11]=[C:12]([CH2:14][OH:15])[N:13]=1)=[O:7])([CH3:4])([CH3:2])[CH3:3], predict the reactants needed to synthesize it. The reactants are: [C:1]([O:5][C:6]([NH:8][C:9]1[S:10][CH:11]=[C:12]([C:14](OCC)=[O:15])[N:13]=1)=[O:7])([CH3:4])([CH3:3])[CH3:2].COCCO[AlH2-]OCCOC.[Na+]. (8) Given the product [C:4]([O:3][C:1](=[O:2])[NH:8][CH:9]([CH2:10][C:11]1[CH:12]=[CH:13][C:14]([OH:17])=[CH:15][CH:16]=1)[C:18]([N:52]1[CH2:56][CH2:55][CH2:54][CH:53]1[CH2:57][C:58]1[C:62]2[CH:63]=[CH:64][CH:65]=[CH:66][C:61]=2[O:60][C:59]=1[CH2:67][CH2:68][CH2:69][OH:70])=[O:20])([CH3:5])([CH3:6])[CH3:7], predict the reactants needed to synthesize it. The reactants are: [C:1]([NH:8][C@H:9]([C:18]([OH:20])=O)[CH2:10][C:11]1[CH:16]=[CH:15][C:14]([OH:17])=[CH:13][CH:12]=1)([O:3][C:4]([CH3:7])([CH3:6])[CH3:5])=[O:2].CN(C(ON1N=NC2C=CC=NC1=2)=[N+](C)C)C.F[P-](F)(F)(F)(F)F.CN1CCOCC1.[NH:52]1[CH2:56][CH2:55][CH2:54][CH:53]1[CH2:57][C:58]1[C:62]2[CH:63]=[CH:64][CH:65]=[CH:66][C:61]=2[O:60][C:59]=1[CH2:67][CH2:68][CH2:69][OH:70].